From a dataset of Full USPTO retrosynthesis dataset with 1.9M reactions from patents (1976-2016). Predict the reactants needed to synthesize the given product. (1) Given the product [CH2:34]([CH:33]([C:32]1[C:27]2[N:28]([C:24]([C:22]3[S:23][C:19]([C:2]4[CH:3]=[N:4][CH:5]=[CH:6][CH:7]=4)=[CH:20][C:21]=3[O:40][CH3:41])=[C:25]([CH3:39])[N:26]=2)[N:29]=[C:30]([CH3:38])[CH:31]=1)[CH2:36][CH3:37])[CH3:35], predict the reactants needed to synthesize it. The reactants are: I[C:2]1[CH:3]=[N:4][CH:5]=[CH:6][CH:7]=1.C1COCC1.[Li]C(C)(C)C.Br[C:19]1[S:23][C:22]([C:24]2[N:28]3[N:29]=[C:30]([CH3:38])[CH:31]=[C:32]([CH:33]([CH2:36][CH3:37])[CH2:34][CH3:35])[C:27]3=[N:26][C:25]=2[CH3:39])=[C:21]([O:40][CH3:41])[CH:20]=1. (2) The reactants are: [C:1]1([OH:11])[C:10]2[CH2:9][CH2:8][CH2:7][CH2:6][C:5]=2[CH:4]=[CH:3][CH:2]=1.[CH3:12][C:13]1[O:17][C:16]([C:18]2[CH:23]=[CH:22][CH:21]=[CH:20][CH:19]=2)=[N:15][C:14]=1[CH2:24][CH2:25]OS(C)(=O)=O. Given the product [CH3:12][C:13]1[O:17][C:16]([C:18]2[CH:19]=[CH:20][CH:21]=[CH:22][CH:23]=2)=[N:15][C:14]=1[CH2:24][CH2:25][O:11][C:1]1[C:10]2[CH2:9][CH2:8][CH2:7][CH2:6][C:5]=2[CH:4]=[CH:3][CH:2]=1, predict the reactants needed to synthesize it. (3) Given the product [Br:1][C:2]1[N:6]2[N:7]=[C:8]([NH:18][CH:12]3[CH2:17][CH2:16][O:20][CH2:14][CH2:13]3)[CH:9]=[CH:10][C:5]2=[N:4][CH:3]=1, predict the reactants needed to synthesize it. The reactants are: [Br:1][C:2]1[N:6]2[N:7]=[C:8](F)[CH:9]=[CH:10][C:5]2=[N:4][CH:3]=1.[CH:12]1([NH2:18])[CH2:17][CH2:16]C[CH2:14][CH2:13]1.C(=O)([O-])[O-:20].[Cs+].[Cs+]. (4) Given the product [NH2:10][C@H:11]1[C@@H:12]([CH2:16][N:17]2[C:21]([CH3:22])=[N:20][N:19]=[N:18]2)[NH:13][C:14]1=[O:15], predict the reactants needed to synthesize it. The reactants are: C(OC(=O)[NH:10][C@@H:11]1[C:14](=[O:15])[NH:13][C@@H:12]1[CH2:16][N:17]1[C:21]([CH3:22])=[N:20][N:19]=[N:18]1)C1C=CC=CC=1. (5) Given the product [CH2:1]([O:8][C:9]1[C:14](=[O:15])[N:13]([CH3:16])[C:12]([N:17]2[CH2:18][CH2:19][O:20][CH2:21][CH2:22]2)=[N:11][C:10]=1[C:23]1[O:25][N:37]=[C:34]([CH2:33][C:30]2[CH:31]=[CH:32][C:27]([F:26])=[CH:28][CH:29]=2)[N:35]=1)[C:2]1[CH:7]=[CH:6][CH:5]=[CH:4][CH:3]=1, predict the reactants needed to synthesize it. The reactants are: [CH2:1]([O:8][C:9]1[C:14](=[O:15])[N:13]([CH3:16])[C:12]([N:17]2[CH2:22][CH2:21][O:20][CH2:19][CH2:18]2)=[N:11][C:10]=1[C:23]([OH:25])=O)[C:2]1[CH:7]=[CH:6][CH:5]=[CH:4][CH:3]=1.[F:26][C:27]1[CH:32]=[CH:31][C:30]([CH2:33][C:34](=[NH:37])[NH:35]O)=[CH:29][CH:28]=1.CN(C(ON1N=NC2C=CC=NC1=2)=[N+](C)C)C.F[P-](F)(F)(F)(F)F.CCN(C(C)C)C(C)C. (6) Given the product [Cl:1][C:2]1[N:7]=[C:6]([N:28]([CH:25]2[CH2:26][CH2:27][C:22]3([O:18][CH2:19][CH2:20][O:21]3)[CH2:23][CH2:24]2)[C@@H:29]([C:31]([O:33][CH3:34])=[O:32])[CH3:30])[C:5]([N+:9]([O-:11])=[O:10])=[CH:4][N:3]=1, predict the reactants needed to synthesize it. The reactants are: [Cl:1][C:2]1[N:7]=[C:6](Cl)[C:5]([N+:9]([O-:11])=[O:10])=[CH:4][N:3]=1.C(=O)([O-])[O-].[K+].[K+].[O:18]1[C:22]2([CH2:27][CH2:26][CH:25]([NH:28][C@@H:29]([C:31]([O:33][CH3:34])=[O:32])[CH3:30])[CH2:24][CH2:23]2)[O:21][CH2:20][CH2:19]1.